Dataset: Forward reaction prediction with 1.9M reactions from USPTO patents (1976-2016). Task: Predict the product of the given reaction. Given the reactants [CH2:1]([O:8][C:9]1[CH:10]=[C:11]2[C:15](=[CH:16][CH:17]=1)[N:14]([C:18]([O:20][C:21]([CH3:24])([CH3:23])[CH3:22])=[O:19])[C:13](B(O)O)=[CH:12]2)[C:2]1[CH:7]=[CH:6][CH:5]=[CH:4][CH:3]=1.I[C:29]1[C:37]2[C:32](=[N:33][CH:34]=[N:35][C:36]=2[NH2:38])[N:31]([CH:39]([CH3:41])[CH3:40])[N:30]=1.C([O-])([O-])=O.[Na+].[Na+], predict the reaction product. The product is: [NH2:38][C:36]1[N:35]=[CH:34][N:33]=[C:32]2[N:31]([CH:39]([CH3:41])[CH3:40])[N:30]=[C:29]([C:13]3[N:14]([C:18]([O:20][C:21]([CH3:24])([CH3:23])[CH3:22])=[O:19])[C:15]4[C:11]([CH:12]=3)=[CH:10][C:9]([O:8][CH2:1][C:2]3[CH:7]=[CH:6][CH:5]=[CH:4][CH:3]=3)=[CH:17][CH:16]=4)[C:37]=12.